From a dataset of Catalyst prediction with 721,799 reactions and 888 catalyst types from USPTO. Predict which catalyst facilitates the given reaction. (1) Reactant: C[O:2][C:3](=[O:17])[CH2:4][CH2:5][C:6]1[CH:11]=[C:10]([CH3:12])[CH:9]=[C:8]([NH:13][C:14](=[O:16])[CH3:15])[N:7]=1.[OH-].[Na+]. Product: [C:14]([NH:13][C:8]1[N:7]=[C:6]([CH2:5][CH2:4][C:3]([OH:17])=[O:2])[CH:11]=[C:10]([CH3:12])[CH:9]=1)(=[O:16])[CH3:15]. The catalyst class is: 24. (2) Reactant: C1(P(C2C=CC=CC=2)C2C=CC=CC=2)C=CC=CC=1.[CH2:20]([O:27][C:28]1[CH:37]=[CH:36][C:35]([C:38]#[N:39])=[CH:34][C:29]=1[CH2:30][N:31]=[N+]=[N-])[C:21]1[CH:26]=[CH:25][CH:24]=[CH:23][CH:22]=1.[OH-].[NH4+]. Product: [CH2:20]([O:27][C:28]1[CH:37]=[CH:36][C:35]([C:38]#[N:39])=[CH:34][C:29]=1[CH2:30][NH2:31])[C:21]1[CH:22]=[CH:23][CH:24]=[CH:25][CH:26]=1. The catalyst class is: 1. (3) Product: [ClH:32].[F:1][C:2]1[CH:22]=[CH:21][CH:20]=[C:19]([F:23])[C:3]=1[CH2:4][O:5][C:6]1[C:7]2[N:8]([C:12]([C:16]([Cl:32])=[O:17])=[C:13]([CH3:15])[N:14]=2)[CH:9]=[CH:10][CH:11]=1. Reactant: [F:1][C:2]1[CH:22]=[CH:21][CH:20]=[C:19]([F:23])[C:3]=1[CH2:4][O:5][C:6]1[C:7]2[N:8]([C:12]([C:16](O)=[O:17])=[C:13]([CH3:15])[N:14]=2)[CH:9]=[CH:10][CH:11]=1.CN(C=O)C.C(Cl)(=O)C([Cl:32])=O. The catalyst class is: 4.